Dataset: Catalyst prediction with 721,799 reactions and 888 catalyst types from USPTO. Task: Predict which catalyst facilitates the given reaction. (1) Reactant: [CH3:1][N:2]([CH2:25][CH2:26][CH2:27][C:28]([OH:30])=O)[C:3]([C:5]1[CH:6]=[C:7]2[C:15](=[CH:16][CH:17]=1)[N:14]([CH3:18])[C:13]1[CH2:12][CH2:11][C@@H:10]([CH:19]3[CH2:24][CH2:23][O:22][CH2:21][CH2:20]3)[CH2:9][C:8]2=1)=[O:4].CN(C(ON1N=NC2C=CC=NC1=2)=[N+](C)C)C.F[P-](F)(F)(F)(F)F.[NH2:55][CH2:56][CH2:57][CH2:58][OH:59].C(N(CC)C(C)C)(C)C. Product: [OH:59][CH2:58][CH2:57][CH2:56][NH:55][C:28](=[O:30])[CH2:27][CH2:26][CH2:25][N:2]([CH3:1])[C:3]([C:5]1[CH:6]=[C:7]2[C:15](=[CH:16][CH:17]=1)[N:14]([CH3:18])[C:13]1[CH2:12][CH2:11][C@@H:10]([CH:19]3[CH2:24][CH2:23][O:22][CH2:21][CH2:20]3)[CH2:9][C:8]2=1)=[O:4]. The catalyst class is: 3. (2) Product: [ClH:34].[NH:1]1[C:9]2[C:4](=[C:5]([C:10]3[CH:18]=[C:17]4[C:13]([CH:14]=[N:15][NH:16]4)=[C:12]([C:19]4[O:20][C:21]([CH2:24][N:25]5[CH2:26][CH2:27][N:28]([CH:31]([CH3:33])[CH3:32])[CH2:29][CH2:30]5)=[CH:22][N:23]=4)[CH:11]=3)[CH:6]=[CH:7][CH:8]=2)[CH:3]=[CH:2]1. Reactant: [NH:1]1[C:9]2[C:4](=[C:5]([C:10]3[CH:18]=[C:17]4[C:13]([CH:14]=[N:15][NH:16]4)=[C:12]([C:19]4[O:20][C:21]([CH2:24][N:25]5[CH2:30][CH2:29][N:28]([CH:31]([CH3:33])[CH3:32])[CH2:27][CH2:26]5)=[CH:22][N:23]=4)[CH:11]=3)[CH:6]=[CH:7][CH:8]=2)[CH:3]=[CH:2]1.[ClH:34].C(OCC)C. The catalyst class is: 7. (3) Reactant: [Cl:1][C:2]1[N:7]=[C:6]([NH:8][CH2:9][CH2:10][CH2:11][OH:12])[C:5]([F:13])=[CH:4][N:3]=1.[CH3:14][O:15][C:16](=[O:29])[CH:17]([N:19]1[C:27]2[C:22](=[CH:23][C:24](O)=[CH:25][CH:26]=2)[CH:21]=[CH:20]1)[CH3:18].C1(P(C2C=CC=CC=2)C2C=CC=CC=2)C=CC=CC=1.N(C(N1CCCCC1)=O)=NC(N1CCCCC1)=O. Product: [CH3:14][O:15][C:16](=[O:29])[CH:17]([N:19]1[C:27]2[C:22](=[CH:23][C:24]([O:12][CH2:11][CH2:10][CH2:9][NH:8][C:6]3[C:5]([F:13])=[CH:4][N:3]=[C:2]([Cl:1])[N:7]=3)=[CH:25][CH:26]=2)[CH:21]=[CH:20]1)[CH3:18]. The catalyst class is: 317. (4) Reactant: [CH3:1][CH:2]1[CH2:11][C:10]2[N:9]=[N:8][C:7]([C:12]3[CH:17]=[CH:16][CH:15]=[C:14]([C:18]([F:21])([F:20])[F:19])[CH:13]=3)=[CH:6][C:5]=2[CH:4]([OH:22])[CH2:3]1.Cl.[CH3:24][N:25]([CH3:32])[CH2:26][CH2:27][CH2:28][C:29](O)=[O:30].C1(N=C=NC2CCCCC2)CCCCC1.C(OCC)(=O)C. Product: [CH3:24][N:25]([CH3:32])[CH2:26][CH2:27][CH2:28][C:29]([O:22][CH:4]1[CH2:3][CH:2]([CH3:1])[CH2:11][C:10]2[N:9]=[N:8][C:7]([C:12]3[CH:17]=[CH:16][CH:15]=[C:14]([C:18]([F:21])([F:20])[F:19])[CH:13]=3)=[CH:6][C:5]1=2)=[O:30]. The catalyst class is: 9.